Task: Predict which catalyst facilitates the given reaction.. Dataset: Catalyst prediction with 721,799 reactions and 888 catalyst types from USPTO Reactant: [Br:1][C:2]1[CH:3]=[C:4]([NH2:9])[C:5]([NH2:8])=[CH:6][CH:7]=1.[F:10][C:11]1[CH:19]=[C:18]([S:20]([CH3:23])(=[O:22])=[O:21])[CH:17]=[CH:16][C:12]=1[C:13](O)=O.[OH-].[Na+]. Product: [Br:1][C:2]1[CH:7]=[CH:6][C:5]2[NH:8][C:13]([C:12]3[CH:16]=[CH:17][C:18]([S:20]([CH3:23])(=[O:21])=[O:22])=[CH:19][C:11]=3[F:10])=[N:9][C:4]=2[CH:3]=1. The catalyst class is: 161.